This data is from Full USPTO retrosynthesis dataset with 1.9M reactions from patents (1976-2016). The task is: Predict the reactants needed to synthesize the given product. Given the product [F:27][C:21]1[CH:22]=[C:23]([F:26])[CH:24]=[CH:25][C:20]=1[N:16]1[C:15]([C:9]2[S:8][C:7]3[C:6]4[N:28]=[C:2]([C:34]5[CH:33]=[N:32][C:31]([O:30][CH3:29])=[CH:36][C:35]=5[CH3:37])[CH:3]=[CH:4][C:5]=4[O:14][CH2:13][CH2:12][C:11]=3[CH:10]=2)=[N:19][CH:18]=[N:17]1, predict the reactants needed to synthesize it. The reactants are: Cl[C:2]1[CH:3]=[CH:4][C:5]2[O:14][CH2:13][CH2:12][C:11]3[CH:10]=[C:9]([C:15]4[N:16]([C:20]5[CH:25]=[CH:24][C:23]([F:26])=[CH:22][C:21]=5[F:27])[N:17]=[CH:18][N:19]=4)[S:8][C:7]=3[C:6]=2[N:28]=1.[CH3:29][O:30][C:31]1[CH:36]=[C:35]([CH3:37])[C:34](B2OC(C)(C)C(C)(C)O2)=[CH:33][N:32]=1.C([O-])([O-])=O.[Cs+].[Cs+].